Dataset: Reaction yield outcomes from USPTO patents with 853,638 reactions. Task: Predict the reaction yield, written as a fraction of the theoretical maximum amount of product (1.0 means a 100% yield; for example, 0.34 means a 34% yield). (1) The reactants are CCN=C=NCCCN(C)C.FC1C=C(NC([C:23]2[CH:24]=[C:25](C(O)=O)[CH:26]=[C:27]3[C:32]=2[O:31][C:30]([N:33]2[CH2:38][CH2:37][O:36][CH2:35][CH2:34]2)=[CH:29][C:28]3=[O:39])C)C=C(F)C=1.N1CC[C@H](O)C1.OP=O. The catalyst is C(Cl)Cl. The product is [O:36]1[CH2:37][CH2:38][N:33]([C:30]2[O:31][C:32]3[C:27]([C:28](=[O:39])[CH:29]=2)=[CH:26][CH:25]=[CH:24][CH:23]=3)[CH2:34][CH2:35]1. The yield is 0.950. (2) The reactants are [Br:1][C:2]1[CH:3]=[C:4]2[C:8](=[CH:9][CH:10]=1)[NH:7][C:6](=[O:11])[C:5]2=O.[N+:13]([C:16]1[CH:25]=[CH:24][C:19]([C:20]([NH:22][NH2:23])=[O:21])=[CH:18][CH:17]=1)([O-:15])=[O:14]. The catalyst is C(O)(=O)C. The product is [N+:13]([C:16]1[CH:25]=[CH:24][C:19]([C:20]([NH:22][N:23]=[C:5]2[C:4]3[C:8](=[CH:9][CH:10]=[C:2]([Br:1])[CH:3]=3)[NH:7][C:6]2=[O:11])=[O:21])=[CH:18][CH:17]=1)([O-:15])=[O:14]. The yield is 0.850. (3) The reactants are CN(C)[CH:3]=[CH:4][C:5]([C:7]1[C:12](=[O:13])[CH:11]=[CH:10][N:9]([C:14]2[CH:19]=[CH:18][C:17]([N:20]3[CH2:25][CH2:24][O:23][CH2:22][CH2:21]3)=[CH:16][CH:15]=2)[N:8]=1)=O.[CH3:27][C:28]([CH3:33])([CH3:32])[CH2:29][NH:30][NH2:31]. The catalyst is CO. The product is [CH3:27][C:28]([CH3:33])([CH3:32])[CH2:29][N:30]1[C:5]([C:7]2[C:12](=[O:13])[CH:11]=[CH:10][N:9]([C:14]3[CH:15]=[CH:16][C:17]([N:20]4[CH2:25][CH2:24][O:23][CH2:22][CH2:21]4)=[CH:18][CH:19]=3)[N:8]=2)=[CH:4][CH:3]=[N:31]1. The yield is 0.220. (4) The reactants are [Cl:1][C:2]1[C:7]([CH2:8]O)=[C:6]([CH3:10])[CH:5]=[C:4]([Cl:11])[N:3]=1.P(Br)(Br)[Br:13].C([O-])(O)=O.[Na+]. The catalyst is C(Cl)Cl. The product is [Br:13][CH2:8][C:7]1[C:2]([Cl:1])=[N:3][C:4]([Cl:11])=[CH:5][C:6]=1[CH3:10]. The yield is 0.940. (5) The reactants are [CH3:1][C:2]1[C:7]([O:8][C:9]2[C:10]([NH:22][C:23]3[S:27][N:26]=[C:25]([CH:28]4[CH2:33][CH2:32][NH:31][CH2:30][CH2:29]4)[N:24]=3)=[N:11][CH:12]=[C:13]([S:15][C:16]3[CH:21]=[CH:20][CH:19]=[CH:18][N:17]=3)[CH:14]=2)=[CH:6][CH:5]=[CH:4][N:3]=1.[C:34]([O:37][CH2:38][C:39](Cl)=[O:40])(=[O:36])[CH3:35]. No catalyst specified. The product is [C:34]([O:37][CH2:38][C:39]([N:31]1[CH2:32][CH2:33][CH:28]([C:25]2[N:24]=[C:23]([NH:22][C:10]3[C:9]([O:8][C:7]4[C:2]([CH3:1])=[N:3][CH:4]=[CH:5][CH:6]=4)=[CH:14][C:13]([S:15][C:16]4[CH:21]=[CH:20][CH:19]=[CH:18][N:17]=4)=[CH:12][N:11]=3)[S:27][N:26]=2)[CH2:29][CH2:30]1)=[O:40])(=[O:36])[CH3:35]. The yield is 0.965. (6) The reactants are [Cl:1][C:2]1[CH:7]=[CH:6][C:5]([C@H:8]2[N:15]3[C:11]([S:12][C:13]([C:19]([O:21][CH2:22][CH3:23])=[O:20])=[C:14]3[CH:16]([OH:18])[CH3:17])=[N:10][C@:9]2([C:25]2[CH:30]=[CH:29][C:28]([Cl:31])=[CH:27][CH:26]=2)[CH3:24])=[CH:4][CH:3]=1. The catalyst is [O-2].[O-2].[Mn+4].C(Cl)(Cl)Cl. The product is [C:16]([C:14]1[N:15]2[C@H:8]([C:5]3[CH:6]=[CH:7][C:2]([Cl:1])=[CH:3][CH:4]=3)[C@@:9]([C:25]3[CH:26]=[CH:27][C:28]([Cl:31])=[CH:29][CH:30]=3)([CH3:24])[N:10]=[C:11]2[S:12][C:13]=1[C:19]([O:21][CH2:22][CH3:23])=[O:20])(=[O:18])[CH3:17]. The yield is 0.420. (7) The reactants are [Br:1][C:2]1[CH:3]=[CH:4][C:5]2[N:6]([CH2:16][CH:17](O)[CH2:18][N:19]([C:32]3[CH:37]=[CH:36][CH:35]=[C:34]([O:38][CH3:39])[CH:33]=3)[S:20]([C:23]3[CH:28]=[CH:27][C:26]([N+:29]([O-:31])=[O:30])=[CH:25][CH:24]=3)(=[O:22])=[O:21])[C:7]3[C:12]([C:13]=2[CH:14]=1)=[CH:11][C:10]([Br:15])=[CH:9][CH:8]=3.C(N(S(F)(F)[F:47])CC)C. No catalyst specified. The product is [Br:1][C:2]1[CH:3]=[CH:4][C:5]2[N:6]([CH2:16][CH:17]([F:47])[CH2:18][N:19]([C:32]3[CH:37]=[CH:36][CH:35]=[C:34]([O:38][CH3:39])[CH:33]=3)[S:20]([C:23]3[CH:28]=[CH:27][C:26]([N+:29]([O-:31])=[O:30])=[CH:25][CH:24]=3)(=[O:22])=[O:21])[C:7]3[C:12]([C:13]=2[CH:14]=1)=[CH:11][C:10]([Br:15])=[CH:9][CH:8]=3. The yield is 1.00. (8) The reactants are [Br:1][C:2]1[CH:14]=[C:13]2[C:5]([C:6]3[CH:7]=[CH:8][C:9]([C:15]([O:17][CH3:18])=[O:16])=[CH:10][C:11]=3[NH:12]2)=[C:4]([C:19]#[N:20])[CH:3]=1.Br[CH2:22][CH:23]1[CH2:28][CH2:27][O:26][CH2:25][CH2:24]1.C([O-])([O-])=O.[Cs+].[Cs+].O. The catalyst is CN(C=O)C. The product is [Br:1][C:2]1[CH:14]=[C:13]2[C:5]([C:6]3[CH:7]=[CH:8][C:9]([C:15]([O:17][CH3:18])=[O:16])=[CH:10][C:11]=3[N:12]2[CH2:22][CH:23]2[CH2:28][CH2:27][O:26][CH2:25][CH2:24]2)=[C:4]([C:19]#[N:20])[CH:3]=1. The yield is 0.700.